This data is from Reaction yield outcomes from USPTO patents with 853,638 reactions. The task is: Predict the reaction yield, written as a fraction of the theoretical maximum amount of product (1.0 means a 100% yield; for example, 0.34 means a 34% yield). The reactants are [Si:1]([O:8][C@@H:9]1[C@@H:14]([CH3:15])[CH2:13][NH:12][CH2:11][C@H:10]1[NH:16][C:17](=[O:23])[O:18][C:19]([CH3:22])([CH3:21])[CH3:20])([C:4]([CH3:7])([CH3:6])[CH3:5])([CH3:3])[CH3:2].CCN(C(C)C)C(C)C.Cl[C:34]1[CH:39]=[CH:38][N:37]=[CH:36][C:35]=1[N+:40]([O-:42])=[O:41]. The catalyst is CC(O)C. The product is [Si:1]([O:8][C@@H:9]1[C@@H:14]([CH3:15])[CH2:13][N:12]([C:34]2[CH:39]=[CH:38][N:37]=[CH:36][C:35]=2[N+:40]([O-:42])=[O:41])[CH2:11][C@H:10]1[NH:16][C:17](=[O:23])[O:18][C:19]([CH3:22])([CH3:21])[CH3:20])([C:4]([CH3:7])([CH3:5])[CH3:6])([CH3:3])[CH3:2]. The yield is 0.760.